Dataset: NCI-60 drug combinations with 297,098 pairs across 59 cell lines. Task: Regression. Given two drug SMILES strings and cell line genomic features, predict the synergy score measuring deviation from expected non-interaction effect. (1) Drug 1: C(=O)(N)NO. Drug 2: C(CCl)NC(=O)N(CCCl)N=O. Cell line: NCI-H322M. Synergy scores: CSS=-4.20, Synergy_ZIP=2.15, Synergy_Bliss=0.0208, Synergy_Loewe=-0.472, Synergy_HSA=-3.68. (2) Synergy scores: CSS=40.6, Synergy_ZIP=3.24, Synergy_Bliss=3.52, Synergy_Loewe=-23.8, Synergy_HSA=2.16. Drug 1: CC12CCC3C(C1CCC2NC(=O)OCC(F)(F)F)CCC4C3(C=CC(=O)N4C)C. Drug 2: C1=CC=C(C=C1)NC(=O)CCCCCCC(=O)NO. Cell line: SW-620. (3) Drug 1: C1=C(C(=O)NC(=O)N1)N(CCCl)CCCl. Drug 2: N.N.Cl[Pt+2]Cl. Cell line: NCI-H522. Synergy scores: CSS=26.8, Synergy_ZIP=-1.21, Synergy_Bliss=-2.04, Synergy_Loewe=-3.86, Synergy_HSA=-1.04. (4) Drug 1: CC12CCC(CC1=CCC3C2CCC4(C3CC=C4C5=CN=CC=C5)C)O. Drug 2: CC1CCC2CC(C(=CC=CC=CC(CC(C(=O)C(C(C(=CC(C(=O)CC(OC(=O)C3CCCCN3C(=O)C(=O)C1(O2)O)C(C)CC4CCC(C(C4)OC)O)C)C)O)OC)C)C)C)OC. Cell line: COLO 205. Synergy scores: CSS=27.8, Synergy_ZIP=0.372, Synergy_Bliss=5.53, Synergy_Loewe=-23.4, Synergy_HSA=2.18.